From a dataset of Human liver microsome stability data. Regression/Classification. Given a drug SMILES string, predict its absorption, distribution, metabolism, or excretion properties. Task type varies by dataset: regression for continuous measurements (e.g., permeability, clearance, half-life) or binary classification for categorical outcomes (e.g., BBB penetration, CYP inhibition). Dataset: hlm. The drug is CCN(Nc1c(Nc2cccc(C(=O)N(C)C)c2O)c(=O)c1=O)c1ccccn1. The result is 0 (unstable in human liver microsomes).